Task: Binary Classification. Given a miRNA mature sequence and a target amino acid sequence, predict their likelihood of interaction.. Dataset: Experimentally validated miRNA-target interactions with 360,000+ pairs, plus equal number of negative samples (1) The miRNA is hsa-miR-6773-5p with sequence UUGGGCCCAGGAGUAAACAGGAU. The protein sequence of the target gene is MGNLFMLWAALGICCAAFSASAWSVNNFLITGPKAYLTYTTSVALGAQSGIEECKFQFAWERWNCPENALQLSTHNRLRSATRETSFIHAISSAGVMYIITKNCSMGDFENCGCDGSNNGKTGGHGWIWGGCSDNVEFGERISKLFVDSLEKGKDARALMNLHNNRAGRLAVRATMKRTCKCHGISGSCSIQTCWLQLAEFREMGDYLKAKYDQALKIEMDKRQLRAGNSAEGHWVPAEAFLPSAEAELIFLEESPDYCTCNSSLGIYGTEGRECLQNSHNTSRWERRSCGRLCTECGLQ.... Result: 0 (no interaction). (2) The miRNA is hsa-miR-548p with sequence UAGCAAAAACUGCAGUUACUUU. The protein sequence of the target gene is MTGIAAASFFSNTCRFGGCGLHFPTLADLIEHIEDNHIDTDPRVLEKQELQQPTYVALSYINRFMTDAARREQESLKKKIQPKLSLTLSSSVSRGNVSTPPRHSSGSLTPPVTPPITPSSSFRSSTPTGSEYDEEEVDYEESDSDESWTTESAISSEAILSSMCMNGGEEKPFACPVPGCKKRYKNVNGIKYHAKNGHRTQIRVRKPFKCRCGKSYKTAQGLRHHTINFHPPVSAEMIRKMQQ. Result: 0 (no interaction). (3) The miRNA is hsa-miR-1237-3p with sequence UCCUUCUGCUCCGUCCCCCAG. The protein sequence of the target gene is MAALAPVGSPASRGPRLAAGLRLLPMLGLLQLLAEPGLGRVHHLALKDDVRHKVHLNTFGFFKDGYMVVNVSSLSLNEPEDKDVTIGFSLDRTKNDGFSSYLDEDVNYCILKKQSVSVTLLILDISRSEVRVKSPPEAGTQLPKIIFSRDEKVLGQSQEPNVNPASAGNQTQKTQDGGKSKRSTVDSKAMGEKSFSVHNNGGAVSFQFFFNISTDDQEGLYSLYFHKCLGKELPSDKFTFSLDIEITEKNPDSYLSAGEIPLPKLYISMAFFFFLSGTIWIHILRKRRNDVFKIHWLMAA.... Result: 1 (interaction). (4) The miRNA is hsa-miR-6853-5p with sequence AGCGUGGGAUGUCCAUGAAGUCAG. The protein sequence of the target gene is MAASSLEQKLSRLEAKLKQENREARRRIDLNLDISPQRPRPIIVITLSPAPAPSQRAALQLPLANDGGSRSPSSESSPQHPTPPTRPRHMLGLPSTLFTPRSMESIEIDQKLQEIMKQTGYLTIGGQRYQAEINDLENLGEMGSGTCGQVWKMRFRKTGHIIAVKQMRRSGNKEENKRILMDLDVVLKSHDCPYIVQCFGTFITNTDVFIAMELMGTCAEKLKKRMQGPIPERILGKMTVAIVKALYYLKEKHGVIHRDVKPSNILLDERGQIKLCDFGISGRLVDSKAKTRSAGCAAYM.... Result: 0 (no interaction). (5) The miRNA is hsa-miR-4468 with sequence AGAGCAGAAGGAUGAGAU. The protein sequence of the target gene is MMAAEAGSEEGGPVTAGAGGGGAAAGSSAYPAVCRVKIPAALPVAAAPYPGLVETGVAGTLGGGAALGSEFLGAGSVAGALGGAGLTGGGTAAGVAGAAAGVAGAAVAGPSGDMALTKLPTSLLAETLGPGGGFPPLPPPPYLPPLGAGLGTVDEGDSLDGPEYEEEEVAIPLTAPPTNQWYHGKLDRTIAEERLRQAGKSGSYLIRESDRRPGSFVLSFLSQMNVVNHFRIIAMCGDYYIGGRRFSSLSDLIGYYSHVSCLLKGEKLLYPVAPPEPVEDRRRVRAILPYTKVPDTDEIS.... Result: 0 (no interaction). (6) The miRNA is hsa-miR-1273h-5p with sequence CUGGGAGGUCAAGGCUGCAGU. The protein sequence of the target gene is MPWPLLLLLAVSGAQTTRPCFPGCQCEVETFGLFDSFSLTRVDCSGLGPHIMPVPIPLDTAHLDLSSNRLEMVNESVLAGPGYTTLAGLDLSHNLLTSISPTAFSRLRYLESLDLSHNGLTALPAESFTSSPLSDVNLSHNQLREVSVSAFTTHSQGRALHVDLSHNLIHRLVPHPTRAGLPAPTIQSLNLAWNRLHAVPNLRDLPLRYLSLDGNPLAVIGPGAFAGLGGLTHLSLASLQRLPELAPSGFRELPGLQVLDLSGNPKLNWAGAEVFSGLSSLQELDLSGTNLVPLPEALLL.... Result: 1 (interaction).